Predict which catalyst facilitates the given reaction. From a dataset of Catalyst prediction with 721,799 reactions and 888 catalyst types from USPTO. (1) Reactant: [Cl:1][C:2]1[CH:7]=[C:6]([Cl:8])[CH:5]=[CH:4][C:3]=1[S:9]([NH:12][C:13]1[CH:31]=[C:30]([C:32](=[O:36])[NH:33][CH2:34][CH3:35])[CH:29]=[CH:28][C:14]=1[O:15][C:16]1[CH:21]=[CH:20][C:19]([CH2:22][C:23]([OH:25])=O)=[CH:18][C:17]=1[O:26][CH3:27])(=[O:11])=[O:10].C(Cl)CCl.C1C=C[C:44]2N(O)N=[N:47][C:45]=2C=1.C(N)C.C1COCC1. Product: [Cl:1][C:2]1[CH:7]=[C:6]([Cl:8])[CH:5]=[CH:4][C:3]=1[S:9]([NH:12][C:13]1[CH:31]=[C:30]([CH:29]=[CH:28][C:14]=1[O:15][C:16]1[CH:21]=[CH:20][C:19]([CH2:22][C:23](=[O:25])[NH:47][CH2:45][CH3:44])=[CH:18][C:17]=1[O:26][CH3:27])[C:32]([NH:33][CH2:34][CH3:35])=[O:36])(=[O:11])=[O:10]. The catalyst class is: 2. (2) Reactant: C1(OP(Cl)(OC2C=CC=CC=2)=O)C=CC=CC=1.[O:18]1[C:22]2[CH:23]=[CH:24][CH:25]=[CH:26][C:21]=2[CH:20]=[C:19]1[C:27]([OH:29])=O.C(N(CC)CC)C.[NH2:37][C@@H:38]1[CH:43]2[CH2:44][CH2:45][N:40]([CH2:41][CH2:42]2)[C@H:39]1[CH2:46][C:47]1[CH:48]=[N:49][CH:50]=[CH:51][CH:52]=1.C1(C)C=CC(C([C@](C(O)=O)(O)[C@](C(C2C=CC(C)=CC=2)=O)(O)C(O)=O)=O)=CC=1.[OH-].[Na+]. Product: [N:49]1[CH:50]=[CH:51][CH:52]=[C:47]([CH2:46][CH:39]2[CH:38]([NH:37][C:27]([C:19]3[O:18][C:22]4[CH:23]=[CH:24][CH:25]=[CH:26][C:21]=4[CH:20]=3)=[O:29])[CH:43]3[CH2:42][CH2:41][N:40]2[CH2:45][CH2:44]3)[CH:48]=1. The catalyst class is: 4. (3) Reactant: C[O:2][C:3](=[O:27])[CH2:4][CH:5]1[CH2:10][CH2:9][N:8]([C:11]2[C:16]([C:17]#[C:18][C:19]3[CH:20]=[N:21][C:22]([NH2:25])=[CH:23][CH:24]=3)=[C:15]([CH3:26])[N:14]=[CH:13][N:12]=2)[CH2:7][CH2:6]1.[Li+].[OH-]. Product: [NH2:25][C:22]1[N:21]=[CH:20][C:19]([C:18]#[C:17][C:16]2[C:11]([N:8]3[CH2:9][CH2:10][CH:5]([CH2:4][C:3]([OH:27])=[O:2])[CH2:6][CH2:7]3)=[N:12][CH:13]=[N:14][C:15]=2[CH3:26])=[CH:24][CH:23]=1. The catalyst class is: 90. (4) Product: [F:11][C:3]1[CH:4]=[CH:5][C:6]([C:8]([OH:10])=[O:9])=[N:7][C:2]=1[C:20]1[CH2:29][CH2:28][C:23]2([O:27][CH2:26][CH2:25][O:24]2)[CH2:22][CH:21]=1. Reactant: Br[C:2]1[N:7]=[C:6]([C:8]([OH:10])=[O:9])[CH:5]=[CH:4][C:3]=1[F:11].CC1(C)C(C)(C)OB([C:20]2[CH2:29][CH2:28][C:23]3([O:27][CH2:26][CH2:25][O:24]3)[CH2:22][CH:21]=2)O1. The catalyst class is: 462.